This data is from Forward reaction prediction with 1.9M reactions from USPTO patents (1976-2016). The task is: Predict the product of the given reaction. (1) Given the reactants C[Si]([C:5]#[N:6])(C)C.[NH2:7][C:8]1[CH:17]=[CH:16][C:15]2[C:10](=[CH:11][CH:12]=[CH:13][CH:14]=2)[CH:9]=1.[C:18]1(=O)[CH2:21][CH2:20][CH2:19]1, predict the reaction product. The product is: [CH:9]1[C:10]2[C:15](=[CH:14][CH:13]=[CH:12][CH:11]=2)[CH:16]=[CH:17][C:8]=1[NH:7][C:18]1([C:5]#[N:6])[CH2:21][CH2:20][CH2:19]1. (2) Given the reactants [CH:1]1([OH:7])[CH2:5][CH2:4][CH:3]([OH:6])[CH2:2]1.[CH2:8](Br)[C:9]1[CH:14]=[CH:13][CH:12]=[CH:11][CH:10]=1, predict the reaction product. The product is: [CH2:8]([O:6][CH:3]1[CH2:4][CH2:5][CH:1]([OH:7])[CH2:2]1)[C:9]1[CH:14]=[CH:13][CH:12]=[CH:11][CH:10]=1. (3) Given the reactants [CH3:1]N(C(ON1N=NC2C=CC=CC1=2)=[N+](C)C)C.[B-](F)(F)(F)F.C(N(CC)CC)C.[C:30]1([CH2:36][N:37]2[CH2:42][CH2:41][C:40]([C:49]([OH:51])=[O:50])([N:43]3[CH2:48][CH2:47][CH2:46][CH2:45][CH2:44]3)[CH2:39][CH2:38]2)[CH:35]=[CH:34][CH:33]=[CH:32][CH:31]=1.CO, predict the reaction product. The product is: [C:30]1([CH2:36][N:37]2[CH2:42][CH2:41][C:40]([C:49]([O:51][CH3:1])=[O:50])([N:43]3[CH2:44][CH2:45][CH2:46][CH2:47][CH2:48]3)[CH2:39][CH2:38]2)[CH:35]=[CH:34][CH:33]=[CH:32][CH:31]=1. (4) Given the reactants [F:1][C:2]1[CH:3]=[C:4]([CH:22]=[C:23]([F:25])[CH:24]=1)[C:5]([O:7][C:8]12[CH2:14][C:11]([CH2:15][CH2:16]C(=O)C=[N+]=[N-])([CH2:12][CH2:13]1)[CH2:10][CH2:9]2)=[O:6], predict the reaction product. The product is: [F:1][C:2]1[CH:3]=[C:4]([CH:22]=[C:23]([F:25])[CH:24]=1)[C:5]([O:7][C:8]12[CH2:14][C:11]([CH2:15][CH2:16][CH2:4][C:5]([OH:7])=[O:6])([CH2:10][CH2:9]1)[CH2:12][CH2:13]2)=[O:6].